Dataset: Reaction yield outcomes from USPTO patents with 853,638 reactions. Task: Predict the reaction yield, written as a fraction of the theoretical maximum amount of product (1.0 means a 100% yield; for example, 0.34 means a 34% yield). (1) The reactants are [N+:1]([C:4]1[CH:9]=[CH:8][C:7](B(O)O)=[CH:6][CH:5]=1)([O-:3])=[O:2].[S:13]1[CH2:18][CH:17]=[C:16](OS(C(F)(F)F)(=O)=O)[CH2:15][CH2:14]1.[Cl-].[Li+].C([O-])([O-])=O.[Na+].[Na+]. The catalyst is O1CCOCC1.C1C=CC([P]([Pd]([P](C2C=CC=CC=2)(C2C=CC=CC=2)C2C=CC=CC=2)([P](C2C=CC=CC=2)(C2C=CC=CC=2)C2C=CC=CC=2)[P](C2C=CC=CC=2)(C2C=CC=CC=2)C2C=CC=CC=2)(C2C=CC=CC=2)C2C=CC=CC=2)=CC=1.CCOC(C)=O. The product is [N+:1]([C:4]1[CH:9]=[CH:8][C:7]([C:16]2[CH2:17][CH2:18][S:13][CH2:14][CH:15]=2)=[CH:6][CH:5]=1)([O-:3])=[O:2]. The yield is 0.850. (2) The reactants are C(OC([N:11]1[CH2:15][CH2:14][CH2:13][C:12]1([C:23](=[O:36])[NH:24][C@@H:25]([C@H:30]([O:32][C:33](=[O:35])[CH3:34])[CH3:31])[C:26]([O:28][CH3:29])=[O:27])[CH2:16][C:17]1[CH:22]=[CH:21][CH:20]=[CH:19][CH:18]=1)=O)C1C=CC=CC=1. The catalyst is C(O)C.[Pd]. The product is [C:33]([O:32][C@H:30]([CH3:31])[C@H:25]([NH:24][C:23]([C:12]1([CH2:16][C:17]2[CH:22]=[CH:21][CH:20]=[CH:19][CH:18]=2)[CH2:13][CH2:14][CH2:15][NH:11]1)=[O:36])[C:26]([O:28][CH3:29])=[O:27])(=[O:35])[CH3:34]. The yield is 0.750. (3) The reactants are [CH3:1][O:2][C:3](=[O:18])[CH2:4][C:5]1[CH:10]=[CH:9][C:8]([C:11]([F:14])([F:13])[F:12])=[CH:7][C:6]=1[N+:15]([O-])=O.[C:19](OC(=O)C)(=[O:21])[CH3:20]. The catalyst is C1(C)C=CC=CC=1.[Pd]. The product is [CH3:1][O:2][C:3](=[O:18])[CH2:4][C:5]1[CH:10]=[CH:9][C:8]([C:11]([F:14])([F:13])[F:12])=[CH:7][C:6]=1[NH:15][C:19](=[O:21])[CH3:20]. The yield is 0.950. (4) The reactants are [CH3:1][CH:2]1[CH2:7][N:6](C(OCC2C=CC=CC=2)=O)[CH2:5][CH:4]([CH3:18])[N:3]1[C:19]([O:21][C:22]([CH3:25])([CH3:24])[CH3:23])=[O:20]. The catalyst is CO.[Pd]. The product is [CH3:18][CH:4]1[CH2:5][NH:6][CH2:7][CH:2]([CH3:1])[N:3]1[C:19]([O:21][C:22]([CH3:24])([CH3:23])[CH3:25])=[O:20]. The yield is 0.970. (5) The reactants are [NH2:1][C:2]1[O:3][C:4]2[C:9]([CH:10]([C:14]3[CH:19]=[C:18]([O:20][CH3:21])[C:17]([O:22][CH3:23])=[C:16]([Br:24])[CH:15]=3)[C:11]=1[C:12]#[N:13])=[CH:8][CH:7]=[C:6]1[C:25]([NH2:29])=[CH:26][CH:27]=[CH:28][C:5]=21.[C:30](=O)([O-])[O-].[K+].[K+].IC. The catalyst is C(#N)C.O. The product is [NH2:1][C:2]1[O:3][C:4]2[C:9]([CH:10]([C:14]3[CH:19]=[C:18]([O:20][CH3:21])[C:17]([O:22][CH3:23])=[C:16]([Br:24])[CH:15]=3)[C:11]=1[C:12]#[N:13])=[CH:8][CH:7]=[C:6]1[C:25]([NH:29][CH3:30])=[CH:26][CH:27]=[CH:28][C:5]=21. The yield is 0.899. (6) The reactants are [NH2:1][N:2]1[C:7]([C:8]([F:11])([F:10])[F:9])=[CH:6][C:5]([C:12]2[CH:17]=[CH:16][C:15]([C:18]([F:21])([F:20])[F:19])=[CH:14][CH:13]=2)=[CH:4][C:3]1=S.[CH2:23]([O:25][C:26](=[O:31])[CH:27](Cl)[CH:28]=O)[CH3:24].C([O-])(O)=O.[Na+]. The catalyst is CCO. The product is [CH2:23]([O:25][C:26]([C:27]1[CH:28]=[N:1][N:2]2[C:7]([C:8]([F:11])([F:10])[F:9])=[CH:6][C:5]([C:12]3[CH:17]=[CH:16][C:15]([C:18]([F:21])([F:20])[F:19])=[CH:14][CH:13]=3)=[CH:4][C:3]=12)=[O:31])[CH3:24]. The yield is 0.620. (7) The reactants are C(N(CC)C(C)C)(C)C.[CH3:10][C:11]1[CH:20]=[CH:19][C:18]2[C:13](=[CH:14][CH:15]=[CH:16][C:17]=2[N:21]2[CH2:26][CH2:25][NH:24][CH2:23][CH2:22]2)[N:12]=1.CS(O[CH2:32][CH2:33][C:34]1[CH:39]=[CH:38][CH:37]=[C:36]([N+:40]([O-:42])=[O:41])[CH:35]=1)(=O)=O. The catalyst is CN(C)C=O. The product is [CH3:10][C:11]1[CH:20]=[CH:19][C:18]2[C:13](=[CH:14][CH:15]=[CH:16][C:17]=2[N:21]2[CH2:26][CH2:25][N:24]([CH2:32][CH2:33][C:34]3[CH:39]=[CH:38][CH:37]=[C:36]([N+:40]([O-:42])=[O:41])[CH:35]=3)[CH2:23][CH2:22]2)[N:12]=1. The yield is 0.640. (8) The reactants are C(OC([N:8]([C:16]1[C:21]([CH3:22])=[N:20][CH:19]=[C:18]([C:23]2[N:24]=[C:25]([N:32](C(OC(C)(C)C)=O)[C:33]3[CH:38]=[CH:37][C:36]([N:39]4[CH2:44][CH2:43][N:42]([CH:45]5[CH2:48][O:47][CH2:46]5)[CH2:41][CH2:40]4)=[C:35]([O:49][CH2:50][CH2:51][O:52]C4CCCCO4)[CH:34]=3)[C:26]3[N:27]([CH:29]=[CH:30][N:31]=3)[CH:28]=2)[N:17]=1)C(=O)OC(C)(C)C)=O)(C)(C)C.C(O)(C(F)(F)F)=O.CO.O. The catalyst is C(Cl)Cl. The product is [NH2:8][C:16]1[N:17]=[C:18]([C:23]2[N:24]=[C:25]([NH:32][C:33]3[CH:38]=[CH:37][C:36]([N:39]4[CH2:40][CH2:41][N:42]([CH:45]5[CH2:48][O:47][CH2:46]5)[CH2:43][CH2:44]4)=[C:35]([CH:34]=3)[O:49][CH2:50][CH2:51][OH:52])[C:26]3[N:27]([CH:29]=[CH:30][N:31]=3)[CH:28]=2)[CH:19]=[N:20][C:21]=1[CH3:22]. The yield is 0.590.